From a dataset of Forward reaction prediction with 1.9M reactions from USPTO patents (1976-2016). Predict the product of the given reaction. (1) Given the reactants CO[C:3]([C:9]1[CH:14]=[CH:13][CH:12]=[C:11]([N+:15]([O-:17])=[O:16])[CH:10]=1)=[C:4]([C:7]#[N:8])[C:5]#[N:6].Cl.[CH:19]([NH:22][NH2:23])([CH3:21])[CH3:20].C(N(CC)CC)C, predict the reaction product. The product is: [NH2:6][C:5]1[N:22]([CH:19]([CH3:21])[CH3:20])[N:23]=[C:3]([C:9]2[CH:14]=[CH:13][CH:12]=[C:11]([N+:15]([O-:17])=[O:16])[CH:10]=2)[C:4]=1[C:7]#[N:8]. (2) Given the reactants [F:1][C:2]([F:13])([F:12])[C:3]1[CH:8]=[CH:7][C:6](B(O)O)=[CH:5][N:4]=1.Cl[C:15]1[N:20]=[N:19][C:18]([N:21]2[CH2:26][CH2:25][CH:24]([N:27]3[C:35]4[C:30](=[CH:31][CH:32]=[C:33]([F:36])[CH:34]=4)[CH2:29][CH2:28]3)[CH2:23][CH2:22]2)=[CH:17][CH:16]=1, predict the reaction product. The product is: [F:36][C:33]1[CH:34]=[C:35]2[C:30]([CH2:29][CH2:28][N:27]2[CH:24]2[CH2:25][CH2:26][N:21]([C:18]3[N:19]=[N:20][C:15]([C:6]4[CH:5]=[N:4][C:3]([C:2]([F:13])([F:12])[F:1])=[CH:8][CH:7]=4)=[CH:16][CH:17]=3)[CH2:22][CH2:23]2)=[CH:31][CH:32]=1. (3) Given the reactants Br[C:2]1[CH:10]=[CH:9][C:5]([CH2:6][CH2:7][OH:8])=[CH:4][CH:3]=1.[Li]CCCC.CCCCCC.[B:22](OC(C)C)([O:27]C(C)C)[O:23]C(C)C.Cl, predict the reaction product. The product is: [OH:8][CH2:7][CH2:6][C:5]1[CH:9]=[CH:10][C:2]([B:22]([OH:27])[OH:23])=[CH:3][CH:4]=1. (4) Given the reactants [CH:1]([C:4]1[CH:13]=[C:12]2[C:7]([C:8](Cl)=[N:9][C:10](Cl)=[N:11]2)=[CH:6][CH:5]=1)([CH3:3])[CH3:2].[NH2:16][C:17]1[CH:24]=[CH:23][C:20]([CH2:21][NH2:22])=[CH:19][CH:18]=1.[F:25][C:26]1[CH:34]=[CH:33][C:29]([C:30](Cl)=[O:31])=[CH:28][CH:27]=1.[CH3:35][NH:36][CH3:37], predict the reaction product. The product is: [CH3:35][N:36]([CH3:37])[C:10]1[N:9]=[C:8]([NH:22][CH2:21][C:20]2[CH:23]=[CH:24][C:17]([NH:16][C:30](=[O:31])[C:29]3[CH:33]=[CH:34][C:26]([F:25])=[CH:27][CH:28]=3)=[CH:18][CH:19]=2)[C:7]2[C:12](=[CH:13][C:4]([CH:1]([CH3:3])[CH3:2])=[CH:5][CH:6]=2)[N:11]=1.[CH3:35][N:36]([CH3:37])[C:10]1[N:9]=[C:8]([NH:22][CH2:21][C:20]2[CH:23]=[CH:24][C:17]([NH:16][C:30](=[O:31])[C:29]3[CH:33]=[CH:34][C:26]([F:25])=[CH:27][CH:28]=3)=[CH:18][CH:19]=2)[C:7]2[C:12](=[CH:13][C:4](=[C:1]([CH3:3])[CH3:2])[CH2:5][CH:6]=2)[N:11]=1. (5) Given the reactants [S:1]1[C:5]2[CH:6]=[C:7]([NH:10][C:11]3[CH:19]=[C:18]([NH:20][CH:21]([CH3:23])[CH3:22])[C:14]([C:15](O)=[O:16])=[CH:13][N:12]=3)[CH:8]=[CH:9][C:4]=2[N:3]=[CH:2]1.[O:24]1[C:28]2([CH2:33][CH2:32][CH:31]([NH2:34])[CH2:30][CH2:29]2)[O:27][CH2:26][CH2:25]1.CCN(C(C)C)C(C)C.C1CN([P+](ON2N=NC3C=CC=CC2=3)(N2CCCC2)N2CCCC2)CC1.F[P-](F)(F)(F)(F)F, predict the reaction product. The product is: [S:1]1[C:5]2[CH:6]=[C:7]([NH:10][C:11]3[CH:19]=[C:18]([NH:20][CH:21]([CH3:23])[CH3:22])[C:14]([C:15]([NH:34][CH:31]4[CH2:32][CH2:33][C:28]5([O:27][CH2:26][CH2:25][O:24]5)[CH2:29][CH2:30]4)=[O:16])=[CH:13][N:12]=3)[CH:8]=[CH:9][C:4]=2[N:3]=[CH:2]1. (6) Given the reactants [C:1]([C:5]1[CH:10]=[CH:9][C:8]([C:11]2[CH:12]=[C:13]([CH3:16])[S:14][CH:15]=2)=[CH:7][CH:6]=1)([CH3:4])([CH3:3])[CH3:2].CN(CCN(C)C)C.[Li]CCCC.CN(C)[C:32](=O)[O:33]CC.[NH4+].[Cl-], predict the reaction product. The product is: [C:1]([C:5]1[CH:6]=[CH:7][C:8]2[C:11]3[CH:12]=[C:13]([CH3:16])[S:14][C:15]=3[C:32](=[O:33])[C:9]=2[CH:10]=1)([CH3:4])([CH3:3])[CH3:2].